This data is from Catalyst prediction with 721,799 reactions and 888 catalyst types from USPTO. The task is: Predict which catalyst facilitates the given reaction. (1) The catalyst class is: 11. Product: [C:1]1([C@H:7]([NH:9][CH2:10][C:12]2[CH:17]=[CH:16][C:15]([CH3:18])=[C:14]([C:19]3[CH:24]=[CH:23][C:22]([O:25][CH3:26])=[CH:21][CH:20]=3)[CH:13]=2)[CH3:8])[CH:2]=[CH:3][CH:4]=[CH:5][CH:6]=1.[C:1]1([C@H:7]([NH:9][CH2:10][C:12]2[CH:17]=[CH:16][C:15]([CH3:18])=[C:14]([C:19]3[CH:20]=[CH:21][C:22]([OH:25])=[CH:23][CH:24]=3)[CH:13]=2)[CH3:8])[CH:2]=[CH:3][CH:4]=[CH:5][CH:6]=1. Reactant: [C:1]1([C@H:7]([NH:9][C:10]([C:12]2[CH:17]=[CH:16][C:15]([CH3:18])=[C:14]([C:19]3[CH:24]=[CH:23][C:22]([O:25][CH3:26])=[CH:21][CH:20]=3)[CH:13]=2)=O)[CH3:8])[CH:6]=[CH:5][CH:4]=[CH:3][CH:2]=1.CC(C[AlH]CC(C)C)C. (2) Reactant: [NH2:1][C:2]1[CH:7]=[C:6]([NH:8][S:9]([CH3:12])(=[O:11])=[O:10])[CH:5]=[CH:4][C:3]=1[NH:13][C:14](=O)[C@@:15]([CH2:22][C:23]1[CH:28]=[CH:27][C:26]([F:29])=[CH:25][CH:24]=1)([OH:21])[C:16]([O:18][CH2:19][CH3:20])=[O:17]. Product: [F:29][C:26]1[CH:27]=[CH:28][C:23]([CH2:22][C@@:15]([OH:21])([C:14]2[NH:13][C:3]3[CH:4]=[CH:5][C:6]([NH:8][S:9]([CH3:12])(=[O:11])=[O:10])=[CH:7][C:2]=3[N:1]=2)[C:16]([O:18][CH2:19][CH3:20])=[O:17])=[CH:24][CH:25]=1. The catalyst class is: 15. (3) Reactant: [F:1][C:2]1[CH:3]=[C:4]([NH2:10])[C:5]([NH2:9])=[CH:6][C:7]=1[F:8].[C:11]([O:15][C:16]([N:18]1[CH2:23][CH2:22][CH2:21][CH2:20][CH:19]1[CH2:24][C:25](O)=O)=[O:17])([CH3:14])([CH3:13])[CH3:12]. Product: [C:11]([O:15][C:16]([N:18]1[CH2:23][CH2:22][CH2:21][CH2:20][CH:19]1[CH2:24][C:25]1[NH:9][C:5]2[CH:6]=[C:7]([F:8])[C:2]([F:1])=[CH:3][C:4]=2[N:10]=1)=[O:17])([CH3:14])([CH3:13])[CH3:12]. The catalyst class is: 13. (4) Product: [CH2:1]([O:8][C:9](=[O:33])[CH:10]([NH:25][C:26]([O:28][C:29]([CH3:32])([CH3:31])[CH3:30])=[O:27])[CH2:11][CH2:12][C:13]1[N:23]([CH2:42][C:41]2[CH:44]=[CH:45][C:38]([C:34]([CH3:37])([CH3:36])[CH3:35])=[CH:39][CH:40]=2)[C:16]2[CH:17]=[C:18]([CH3:22])[C:19]([CH3:21])=[CH:20][C:15]=2[N:14]=1)[C:2]1[CH:7]=[CH:6][CH:5]=[CH:4][CH:3]=1. The catalyst class is: 68. Reactant: [CH2:1]([O:8][C:9](=[O:33])[C@@H:10]([NH:25][C:26]([O:28][C:29]([CH3:32])([CH3:31])[CH3:30])=[O:27])[CH2:11][CH2:12][C:13](=O)[NH:14][C:15]1[CH:20]=[C:19]([CH3:21])[C:18]([CH3:22])=[CH:17][C:16]=1[NH2:23])[C:2]1[CH:7]=[CH:6][CH:5]=[CH:4][CH:3]=1.[C:34]([C:38]1[CH:45]=[CH:44][C:41]([CH:42]=O)=[CH:40][CH:39]=1)([CH3:37])([CH3:36])[CH3:35].C(O[BH-](OC(=O)C)OC(=O)C)(=O)C.[Na+].[OH-].[Na+]. (5) Reactant: C(N(CC)CC)C.[CH2:8]([O:15][C:16]([N:18]1[CH2:24][CH:23]([NH2:25])[C:22](=[O:26])[NH:21][CH2:20][CH2:19]1)=[O:17])[C:9]1[CH:14]=[CH:13][CH:12]=[CH:11][CH:10]=1.[C:27](O[C:27]([O:29][C:30]([CH3:33])([CH3:32])[CH3:31])=[O:28])([O:29][C:30]([CH3:33])([CH3:32])[CH3:31])=[O:28].O. Product: [C:30]([O:29][C:27]([NH:25][CH:23]1[CH2:24][N:18]([C:16]([O:15][CH2:8][C:9]2[CH:10]=[CH:11][CH:12]=[CH:13][CH:14]=2)=[O:17])[CH2:19][CH2:20][NH:21][C:22]1=[O:26])=[O:28])([CH3:33])([CH3:32])[CH3:31]. The catalyst class is: 4. (6) Reactant: [CH3:1][C:2]1[CH:7]=[CH:6][C:5]([S:8]([NH:11][C:12]2[CH:24]=[CH:23][C:15]3[S:16][C:17]([C:19]([O:21]C)=[O:20])=[CH:18][C:14]=3[CH:13]=2)(=[O:10])=[O:9])=[CH:4][CH:3]=1.O.[OH-].[Li+].O. Product: [CH3:1][C:2]1[CH:3]=[CH:4][C:5]([S:8]([NH:11][C:12]2[CH:24]=[CH:23][C:15]3[S:16][C:17]([C:19]([OH:21])=[O:20])=[CH:18][C:14]=3[CH:13]=2)(=[O:10])=[O:9])=[CH:6][CH:7]=1. The catalyst class is: 5. (7) Reactant: Cl.[CH3:2][O:3][C:4](=[O:11])[C@H:5]([CH2:7][CH:8]([CH3:10])[CH3:9])[NH2:6].[O-]S([O-])(=O)=O.[Mg+2].[CH:18](=O)[CH2:19][CH2:20][CH3:21].CCN(CC)CC.[BH4-].[Na+]. Product: [CH2:18]([NH:6][C@@H:5]([CH2:7][CH:8]([CH3:10])[CH3:9])[C:4]([O:3][CH3:2])=[O:11])[CH2:19][CH2:20][CH3:21]. The catalyst class is: 92.